From a dataset of Forward reaction prediction with 1.9M reactions from USPTO patents (1976-2016). Predict the product of the given reaction. (1) Given the reactants Cl[C:2]1[C:3]([N:14]2[CH2:19][CH2:18][N:17]([C:20]([O:22][C:23]([CH3:26])([CH3:25])[CH3:24])=[O:21])[CH2:16][CH2:15]2)=[N:4][C:5]2[C:10]([N:11]=1)=[CH:9][C:8]([C:12]#[N:13])=[CH:7][CH:6]=2.[N-:27]=[N+:28]=[N-:29].[Na+].C(O)C.O, predict the reaction product. The product is: [C:12]([C:8]1[CH:9]=[C:10]2[C:5]([N:4]=[C:3]([N:14]3[CH2:19][CH2:18][N:17]([C:20]([O:22][C:23]([CH3:26])([CH3:25])[CH3:24])=[O:21])[CH2:16][CH2:15]3)[C:2]3[N:11]2[N:27]=[N:28][N:29]=3)=[CH:6][CH:7]=1)#[N:13]. (2) Given the reactants [NH2:1][C:2]1[CH:7]=[C:6]([Cl:8])[N:5]=[C:4]([Cl:9])[N:3]=1.C([O-])(O)=O.[Na+].[C:15](OC(=O)C)(=[O:17])[CH3:16], predict the reaction product. The product is: [Cl:9][C:4]1[N:3]=[C:2]([NH:1][C:15](=[O:17])[CH3:16])[CH:7]=[C:6]([Cl:8])[N:5]=1. (3) Given the reactants [CH3:1][O:2][C:3]1[CH:22]=[CH:21][C:6]([CH2:7][C@@H:8]2[C:12]3=[N:13][C:14]4[CH:19]=[CH:18][CH:17]=[CH:16][C:15]=4[N:11]3[C:10](=[O:20])[NH:9]2)=[CH:5][CH:4]=1.[Br:23][C:24]1[CH:29]=[CH:28][C:27]([C@@H:30]([NH2:32])[CH3:31])=[CH:26][CH:25]=1.C(O)(C(F)(F)F)=O, predict the reaction product. The product is: [NH:11]1[C:15]2[CH:16]=[CH:17][CH:18]=[CH:19][C:14]=2[N:13]=[C:12]1[C@H:8]([NH:9][C:10]([NH:32][C@H:30]([C:27]1[CH:28]=[CH:29][C:24]([Br:23])=[CH:25][CH:26]=1)[CH3:31])=[O:20])[CH2:7][C:6]1[CH:21]=[CH:22][C:3]([O:2][CH3:1])=[CH:4][CH:5]=1. (4) Given the reactants Cl[C:2]1[N:7]=[CH:6][C:5]([C@@H:8]([NH:10][C:11]([C@H:13]2[CH2:15][C@@H:14]2[C:16]2[CH:21]=[CH:20][CH:19]=[CH:18][CH:17]=2)=[O:12])[CH3:9])=[CH:4][CH:3]=1.Cl.[CH3:23]N(C)O.[C:27](=[O:30])([O-])[O-].[Cs+].[Cs+].CN([CH:36]=[O:37])C, predict the reaction product. The product is: [O:37]1[CH2:36][CH:27]([O:30][C:2]2[N:7]=[CH:6][C:5]([C@@H:8]([NH:10][C:11]([C@H:13]3[CH2:15][C@@H:14]3[C:16]3[CH:21]=[CH:20][CH:19]=[CH:18][CH:17]=3)=[O:12])[CH3:9])=[CH:4][CH:3]=2)[CH2:23]1. (5) Given the reactants [Cl:1][C:2]1[C:11]([O:12][CH3:13])=[C:10]2[C:5]([CH:6]=[C:7]([C:14]([OH:16])=O)[N:8]=[CH:9]2)=[CH:4][CH:3]=1.[NH:17]1[CH:21]=[CH:20][N:19]=[C:18]1[NH:22][C:23]([C:25]1[C:33]2[NH:32][C:31]([NH2:34])=[N:30][C:29]=2[CH:28]=[CH:27][CH:26]=1)=[O:24].CN(C(ON1N=NC2C=CC=CC1=2)=[N+](C)C)C.F[P-](F)(F)(F)(F)F.CCN(C(C)C)C(C)C, predict the reaction product. The product is: [NH:19]1[CH:20]=[CH:21][N:17]=[C:18]1[NH:22][C:23]([C:25]1[C:33]2[N:32]=[C:31]([NH:34][C:14]([C:7]3[N:8]=[CH:9][C:10]4[C:5]([CH:6]=3)=[CH:4][CH:3]=[C:2]([Cl:1])[C:11]=4[O:12][CH3:13])=[O:16])[NH:30][C:29]=2[CH:28]=[CH:27][CH:26]=1)=[O:24].